Dataset: Forward reaction prediction with 1.9M reactions from USPTO patents (1976-2016). Task: Predict the product of the given reaction. (1) Given the reactants [CH2:1](Cl)[CH2:2]Cl.Cl.[CH2:6]([N:8]=[C:9]=[N:10][CH2:11][CH2:12][CH2:13][N:14]([CH3:16])[CH3:15])C.CN([C:20]([O:24]N1N=N[C:27]2[CH:28]=[CH:29][CH:30]=[N:31][C:26]1=2)=[N+](C)C)C.F[P-](F)(F)(F)(F)F.C[NH3+].F[P-](F)(F)(F)(F)F.N1([O:59][C:60](N(C)C)=[N+](C)C)C2N=CC=CC=2N=N1.F[P-](F)(F)(F)(F)F, predict the reaction product. The product is: [CH3:15][N:14]([C:13]1[CH:12]=[CH:11][N:10]=[CH:1][CH:2]=1)[CH3:16].[CH3:6][N:8]([CH3:9])[C:28]1[CH:27]=[CH:26][N:31]=[CH:30][CH:29]=1.[CH3:60][O:59][CH2:1][CH2:2][O:24][CH3:20].[CH3:60][O:59][CH2:1][CH2:2][O:24][CH3:20]. (2) Given the reactants O1CCCC1.[CH2:6]([C:8]1([C:18](=[O:24])[C:19]([O:21]CC)=[O:20])[CH:13]=[C:12]([CH2:14][CH3:15])[CH:11]=[C:10]([CH2:16][CH3:17])[CH2:9]1)[CH3:7].[OH-].[Na+], predict the reaction product. The product is: [CH2:6]([C:8]1([C:18](=[O:24])[C:19]([OH:21])=[O:20])[CH:9]=[C:10]([CH2:16][CH3:17])[CH:11]=[C:12]([CH2:14][CH3:15])[CH2:13]1)[CH3:7]. (3) The product is: [NH2:7][CH2:8][C:9]1[CH:40]=[CH:39][C:12]2[N:13]([CH2:34][CH2:35][CH2:36][CH2:37][OH:38])[C:14]([CH2:16][N:17]3[C:26]4[C:21](=[CH:22][CH:23]=[CH:24][CH:25]=4)[C:20](=[O:27])[N:19]([CH2:28][C:29]([F:32])([F:31])[F:30])[C:18]3=[O:33])=[N:15][C:11]=2[CH:10]=1. Given the reactants C(OC(=O)[NH:7][CH2:8][C:9]1[CH:40]=[CH:39][C:12]2[N:13]([CH2:34][CH2:35][CH2:36][CH2:37][OH:38])[C:14]([CH2:16][N:17]3[C:26]4[C:21](=[CH:22][CH:23]=[CH:24][CH:25]=4)[C:20](=[O:27])[N:19]([CH2:28][C:29]([F:32])([F:31])[F:30])[C:18]3=[O:33])=[N:15][C:11]=2[CH:10]=1)(C)(C)C.C(O)(C(F)(F)F)=O.C(Cl)(=O)C, predict the reaction product. (4) Given the reactants [N:1]1[CH:6]=[C:5]([C:7]2[CH:12]=[CH:11][CH:10]=[CH:9][C:8]=2[O:13][CH3:14])[CH:4]=[N:3][CH:2]=1.[N+:15]([O-])([O-:17])=[O:16].[K+].[OH-].[Na+], predict the reaction product. The product is: [N:1]1[CH:6]=[C:5]([C:7]2[CH:12]=[C:11]([N+:15]([O-:17])=[O:16])[CH:10]=[CH:9][C:8]=2[O:13][CH3:14])[CH:4]=[N:3][CH:2]=1. (5) Given the reactants [F:1][C:2]([F:35])([F:34])[C@@:3]([C:6]1[CH:11]=[CH:10][C:9]([N:12]2[CH2:17][CH2:16][N:15]([S:18]([C:21]3[S:22][CH:23]=[CH:24][CH:25]=3)(=[O:20])=[O:19])[CH2:14][C@@H:13]2[CH2:26][N:27]2[CH2:32][C@H:31]3[CH2:33][C@@H:28]2[CH2:29][O:30]3)=[CH:8][CH:7]=1)([OH:5])[CH3:4].FC(F)(F)[C@](C1C=CC(N2CCN(S(C3SC=CC=3)(=O)=O)C[C@H]2CN2C[C@H]3C[C@@H]2CO3)=CC=1)(O)C.FC(F)(F)[C@](C1C=CC(N2CCN(S(C3SC=CC=3)(=O)=O)C[C@@H]2CN2C[C@H]3C[C@@H]2CO3)=CC=1)(O)C.C1N=C(N)C2N=CN([C@@H]3O[C@H](COP(OP(OC[C@H]4O[C@@H](N5C=C(C(N)=O)CC=C5)[C@H](O)[C@@H]4O)(O)=O)(O)=O)[C@@H](O)[C@H]3OP(O)(O)=O)C=2N=1, predict the reaction product. The product is: [F:35][C:2]([F:1])([F:34])[C@@:3]([C:6]1[CH:11]=[CH:10][C:9]([N:12]2[CH2:17][CH2:16][N:15]([S:18]([C:21]3[S:22][CH:23]=[CH:24][CH:25]=3)(=[O:19])=[O:20])[CH2:14][C@H:13]2[CH2:26][N:27]2[CH2:32][C@H:31]3[CH2:33][C@@H:28]2[CH2:29][O:30]3)=[CH:8][CH:7]=1)([OH:5])[CH3:4].